This data is from Catalyst prediction with 721,799 reactions and 888 catalyst types from USPTO. The task is: Predict which catalyst facilitates the given reaction. (1) Reactant: [C:1]([O:7][CH3:8])(=[O:6])[CH2:2][C:3]([CH3:5])=O.[Br:9][C:10]1[CH:17]=[CH:16][CH:15]=[CH:14][C:11]=1[CH:12]=O.[CH3:18][O:19][C:20](=[O:25])/[CH:21]=[C:22](\[NH2:24])/[CH3:23].CC(O)=O. Product: [Br:9][C:10]1[CH:17]=[CH:16][CH:15]=[CH:14][C:11]=1[CH:12]1[C:2]([C:1]([O:7][CH3:8])=[O:6])=[C:3]([CH3:5])[NH:24][C:22]([CH3:23])=[C:21]1[C:20]([O:19][CH3:18])=[O:25]. The catalyst class is: 351. (2) Reactant: C[O:2][C:3]1[CH:8]=[CH:7][C:6]([CH2:9][CH2:10][CH2:11][C:12]2[N:13]=[C:14]([C:17]([OH:19])=[O:18])[NH:15][CH:16]=2)=[CH:5][CH:4]=1.B(Br)(Br)Br. Product: [OH:2][C:3]1[CH:8]=[CH:7][C:6]([CH2:9][CH2:10][CH2:11][C:12]2[N:13]=[C:14]([C:17]([OH:19])=[O:18])[NH:15][CH:16]=2)=[CH:5][CH:4]=1. The catalyst class is: 4. (3) Reactant: [CH:1]1([NH:7][C:8]([C:10]2[CH:11]=[N:12][N:13]([C:18]3[CH:28]=[CH:27][C:21]([C:22]([O:24]CC)=[O:23])=[CH:20][CH:19]=3)[C:14]=2[CH2:15][CH2:16][CH3:17])=[O:9])[CH2:6][CH2:5][CH2:4][CH2:3][CH2:2]1.[OH-].[Na+]. Product: [CH:1]1([NH:7][C:8]([C:10]2[CH:11]=[N:12][N:13]([C:18]3[CH:19]=[CH:20][C:21]([C:22]([OH:24])=[O:23])=[CH:27][CH:28]=3)[C:14]=2[CH2:15][CH2:16][CH3:17])=[O:9])[CH2:6][CH2:5][CH2:4][CH2:3][CH2:2]1. The catalyst class is: 5. (4) Reactant: [Cl:1][C:2]1[CH:7]=[CH:6][CH:5]=[C:4]([Cl:8])[C:3]=1[CH2:9][C:10]1[C:14]([CH2:15][O:16][C:17]2[CH:22]=[CH:21][C:20]([C:23]3[CH:24]=[C:25]4[C:30](=[CH:31][CH:32]=3)[C:29]([C:33]([O:35]CC)=[O:34])=[CH:28][CH:27]=[CH:26]4)=[CH:19][CH:18]=2)=[C:13]([CH:38]([CH3:40])[CH3:39])[O:12][N:11]=1.C(O)C.[OH-].[Na+].Cl. Product: [Cl:8][C:4]1[CH:5]=[CH:6][CH:7]=[C:2]([Cl:1])[C:3]=1[CH2:9][C:10]1[C:14]([CH2:15][O:16][C:17]2[CH:18]=[CH:19][C:20]([C:23]3[CH:24]=[C:25]4[C:30](=[CH:31][CH:32]=3)[C:29]([C:33]([OH:35])=[O:34])=[CH:28][CH:27]=[CH:26]4)=[CH:21][CH:22]=2)=[C:13]([CH:38]([CH3:40])[CH3:39])[O:12][N:11]=1. The catalyst class is: 7. (5) Reactant: CC1C=CC(S(OCC2CC3C=C(Cl)C=C(OC)C=3O2)(=O)=O)=CC=1.[N-]=[N+]=[N-].[Na+].N(CC1CC2C=C(Cl)C=C(C3C=CSC=3)C=2O1)=[N+]=[N-].[N:48]([CH2:51][CH:52]1[CH2:56][C:55]2[CH:57]=[C:58]([Cl:63])[CH:59]=[C:60]([O:61][CH3:62])[C:54]=2[O:53]1)=[N+]=[N-].[N-]=[N+]=[N-]. Product: [Cl:63][C:58]1[CH:59]=[C:60]([O:61][CH3:62])[C:54]2[O:53][CH:52]([CH2:51][NH2:48])[CH2:56][C:55]=2[CH:57]=1. The catalyst class is: 553.